From a dataset of Forward reaction prediction with 1.9M reactions from USPTO patents (1976-2016). Predict the product of the given reaction. (1) Given the reactants [C:1]([C:3]1[C:8]([CH3:9])=[CH:7][CH:6]=[CH:5][C:4]=1[S:10](Cl)(=[O:12])=[O:11])#[N:2].[CH2:14]([NH2:17])[CH2:15][CH3:16].O.Cl, predict the reaction product. The product is: [CH2:14]([NH:17][S:10]([C:4]1[CH:5]=[CH:6][CH:7]=[C:8]([CH3:9])[C:3]=1[C:1]#[N:2])(=[O:12])=[O:11])[CH2:15][CH3:16]. (2) Given the reactants [Cl:1][C:2]1[CH:3]=[CH:4][C:5]2[N:6]=[CH:7][N:8]=[C:9](OC3CCOCC3)[C:10]=2[N:11]=1.[O:19]1[CH2:24][CH2:23][CH:22]([NH2:25])[CH2:21][CH2:20]1.CC(C)([O-])C.[Na+], predict the reaction product. The product is: [Cl:1][C:2]1[CH:3]=[CH:4][C:5]2[N:6]=[CH:7][N:8]=[C:9]([NH:25][CH:22]3[CH2:23][CH2:24][O:19][CH2:20][CH2:21]3)[C:10]=2[N:11]=1.